From a dataset of Catalyst prediction with 721,799 reactions and 888 catalyst types from USPTO. Predict which catalyst facilitates the given reaction. (1) Reactant: [O:1]1[CH:5]=[CH:4][CH:3]=[C:2]1[C:6]1[N:11]=[C:10]([NH2:12])[CH:9]=[C:8]([N:13]2[CH:17]=[CH:16][CH:15]=[N:14]2)[N:7]=1.N1C=CC=CC=1.[C:24](Cl)(=[O:31])[C:25]1[CH:30]=[CH:29][CH:28]=[CH:27][CH:26]=1. Product: [O:1]1[CH:5]=[CH:4][CH:3]=[C:2]1[C:6]1[N:11]=[C:10]([NH:12][C:24](=[O:31])[C:25]2[CH:30]=[CH:29][CH:28]=[CH:27][CH:26]=2)[CH:9]=[C:8]([N:13]2[CH:17]=[CH:16][CH:15]=[N:14]2)[N:7]=1. The catalyst class is: 2. (2) Reactant: [C:1]([C:5]1[CH:10]=[CH:9][C:8]([S:11]([NH:14][C:15]2[CH:20]=[C:19]([F:21])[C:18]([Cl:22])=[CH:17][C:16]=2[C:23]2[N:27]([CH3:28])[C:26]([CH2:29]C)=[N:25][N:24]=2)(=[O:13])=[O:12])=[CH:7][CH:6]=1)([CH3:4])([CH3:3])[CH3:2].C1COCC1.[NH4+:36].[OH-:37]. Product: [C:1]([C:5]1[CH:6]=[CH:7][C:8]([S:11]([NH:14][C:15]2[CH:20]=[C:19]([F:21])[C:18]([Cl:22])=[CH:17][C:16]=2[C:23]2[N:27]([CH3:28])[C:26]([C:29]([NH2:36])=[O:37])=[N:25][N:24]=2)(=[O:13])=[O:12])=[CH:9][CH:10]=1)([CH3:3])([CH3:2])[CH3:4]. The catalyst class is: 238. (3) Reactant: [CH3:1][C:2]1[CH:7]=[C:6]([N+:8]([O-])=O)[CH:5]=[CH:4][C:3]=1[S:11][CH2:12][C:13]1[CH:18]=[CH:17][CH:16]=[CH:15][N:14]=1. Product: [CH3:1][C:2]1[CH:7]=[C:6]([CH:5]=[CH:4][C:3]=1[S:11][CH2:12][C:13]1[CH:18]=[CH:17][CH:16]=[CH:15][N:14]=1)[NH2:8]. The catalyst class is: 15. (4) Reactant: C(=O)(OC(C)(C)C)[NH2:2].C([O-])([O-])=O.[Cs+].[Cs+].CC1(C)C2C(=C(P(C3C=CC=CC=3)C3C=CC=CC=3)C=CC=2)OC2C(P(C3C=CC=CC=3)C3C=CC=CC=3)=CC=CC1=2.Cl[C:58]1[CH:59]=[N:60][CH:61]=[C:62]([F:71])[C:63]=1[N:64]1[CH2:69][CH2:68][N:67]([CH3:70])[CH2:66][CH2:65]1. Product: [F:71][C:62]1[C:63]([N:64]2[CH2:69][CH2:68][N:67]([CH3:70])[CH2:66][CH2:65]2)=[C:58]([NH2:2])[CH:59]=[N:60][CH:61]=1. The catalyst class is: 62. (5) Reactant: C([O:3][C:4]([C:6]1[N:7]=[C:8]([C:27]2[S:28][CH:29]=[CH:30][CH:31]=2)[N:9]2[C:18]3[C:13](=[CH:14][C:15]([O:25][CH3:26])=[C:16]([NH:19][C:20](=[O:24])[CH:21]([CH3:23])[CH3:22])[CH:17]=3)[CH2:12][CH2:11][C:10]=12)=[O:5])C.O.[OH-].[K+]. Product: [C:20]([NH:19][C:16]1[CH:17]=[C:18]2[C:13]([CH2:12][CH2:11][C:10]3[N:9]2[C:8]([C:27]2[S:28][CH:29]=[CH:30][CH:31]=2)=[N:7][C:6]=3[C:4]([OH:5])=[O:3])=[CH:14][C:15]=1[O:25][CH3:26])(=[O:24])[CH:21]([CH3:23])[CH3:22]. The catalyst class is: 5. (6) Reactant: [Br:1][C:2]1[CH:11]=[C:10]2[C:5]([CH2:6][CH2:7][N:8]([C:17](=[O:36])[C:18]([N:20]([C:32]([CH3:35])([CH3:34])[CH3:33])[CH2:21][CH2:22][O:23][CH2:24][C:25]#[C:26][C:27]3[S:31][CH:30]=[N:29][CH:28]=3)=[O:19])[CH:9]2[C:12]([O:14]CC)=[O:13])=[CH:4][C:3]=1[O:37][CH3:38].[OH-].[K+].Cl. Product: [Br:1][C:2]1[CH:11]=[C:10]2[C:5]([CH2:6][CH2:7][N:8]([C:17](=[O:36])[C:18]([N:20]([C:32]([CH3:33])([CH3:35])[CH3:34])[CH2:21][CH2:22][O:23][CH2:24][C:25]#[C:26][C:27]3[S:31][CH:30]=[N:29][CH:28]=3)=[O:19])[CH:9]2[C:12]([OH:14])=[O:13])=[CH:4][C:3]=1[O:37][CH3:38]. The catalyst class is: 38.